Binary Classification. Given a drug SMILES string, predict its activity (active/inactive) in a high-throughput screening assay against a specified biological target. From a dataset of KCNQ2 potassium channel screen with 302,405 compounds. (1) The molecule is O(C(=O)C=1CCN(CC1)Cc1ccccc1)CC. The result is 0 (inactive). (2) The compound is O1c2c(OC1)ccc(c2)/C=C(/C(OCC)=O)C#N. The result is 0 (inactive). (3) The drug is O(c1c(N2CCN(\N=C\c3cc(O)ccc3)CC2)cccc1)C. The result is 0 (inactive). (4) The result is 0 (inactive). The compound is S=C(NN\C(=C1\C(=O)N(CC=C)C(=O)NC1=O)CC)Nc1ccccc1. (5) The drug is O=C1CC(Cc2n(c(=O)c(cc12)C(=O)NNc1c(cccc1)C)c1ccc(OC)cc1)(C)C. The result is 0 (inactive).